From a dataset of Cav3 T-type calcium channel HTS with 100,875 compounds. Binary Classification. Given a drug SMILES string, predict its activity (active/inactive) in a high-throughput screening assay against a specified biological target. (1) The drug is S(CCn1c(N2CCCCCC2)nc2n(c(=O)[nH]c(=O)c12)C)c1sc(nn1)C. The result is 0 (inactive). (2) The molecule is S(c1oc(nn1)c1cccnc1)CC(OC)=O. The result is 0 (inactive). (3) The compound is O(c1c(C(=O)Nc2c(cccc2)C(=O)N)cccc1)CC. The result is 0 (inactive). (4) The compound is Clc1ccc(n2ncc3c2ncnc3SCC(OCC)=O)cc1. The result is 0 (inactive). (5) The molecule is Clc1ccc(c2c3CCCc3nc3sc4c([nH]cnc4=O)c23)cc1. The result is 0 (inactive). (6) The drug is Brc1cc(C(=O)c2cn(C3CCCCC3)c(=O)c(c2)C#N)c(O)cc1. The result is 0 (inactive). (7) The compound is O=C(NCCCNC1CCCCC1)c1c[nH]\c(cc1)=C/N=O. The result is 0 (inactive). (8) The compound is O(C(=O)c1n(ncc1C#N)c1ccc(cc1)C)CC. The result is 0 (inactive).